This data is from Full USPTO retrosynthesis dataset with 1.9M reactions from patents (1976-2016). The task is: Predict the reactants needed to synthesize the given product. (1) The reactants are: Cl[C:2]1[CH:7]=[C:6]([C:8]2[CH:13]=[CH:12][CH:11]=[CH:10][CH:9]=2)[N:5]=[C:4]([NH:14][C:15](=[O:32])[CH2:16][CH2:17][C:18]([C:20]2[CH:25]=[CH:24][C:23]([O:26][CH2:27][CH3:28])=[C:22]([O:29][CH2:30][CH3:31])[CH:21]=2)=[O:19])[CH:3]=1.[C:33]1(C2C=CC=CC=2)C=CC=CC=1P(C1CCCCC1)C1CCCCC1.C(=O)([O-])[O-].[K+].[K+].CO[CH:66]([C:77]([OH:79])=[O:78])[CH2:67][C:68]1[CH:69]=[C:70](B(O)O)[CH:71]=[CH:72][CH:73]=1. Given the product [CH2:30]([O:29][C:22]1[CH:21]=[C:20]([C:18](=[O:19])[CH2:17][CH2:16][C:15]([NH:14][C:4]2[CH:3]=[C:2]([C:70]3[CH:69]=[C:68]([CH2:67][CH2:66][C:77]([O:79][CH3:33])=[O:78])[CH:73]=[CH:72][CH:71]=3)[CH:7]=[C:6]([C:8]3[CH:13]=[CH:12][CH:11]=[CH:10][CH:9]=3)[N:5]=2)=[O:32])[CH:25]=[CH:24][C:23]=1[O:26][CH2:27][CH3:28])[CH3:31], predict the reactants needed to synthesize it. (2) Given the product [CH:18]1([NH:17][C:15](=[O:16])[C:14]2[CH:21]=[CH:22][C:11]([C:8]3[N:6]4[CH:7]=[C:2]([C:25]5[CH:30]=[CH:29][CH:28]=[CH:27][CH:26]=5)[N:3]=[C:4]([S:23][CH3:24])[C:5]4=[N:10][CH:9]=3)=[CH:12][CH:13]=2)[CH2:20][CH2:19]1, predict the reactants needed to synthesize it. The reactants are: Br[C:2]1[N:3]=[C:4]([S:23][CH3:24])[C:5]2[N:6]([C:8]([C:11]3[CH:22]=[CH:21][C:14]([C:15]([NH:17][CH:18]4[CH2:20][CH2:19]4)=[O:16])=[CH:13][CH:12]=3)=[CH:9][N:10]=2)[CH:7]=1.[C:25]1(B(O)O)[CH:30]=[CH:29][CH:28]=[CH:27][CH:26]=1.C(=O)([O-])[O-].[K+].[K+].C1(P(C2C=CC=CC=2)C2C=CC=CC=2)C=CC=CC=1. (3) Given the product [Cl:36][C:33]1[CH:34]=[CH:35][C:30]([O:29][C:27]([N:8]2[C:9]3[C:5](=[CH:4][C:3]([C:11]#[C:12][CH2:13][CH2:14][CH2:15][OH:16])=[C:2]([F:1])[CH:10]=3)[CH2:6][CH2:7]2)=[O:28])=[CH:31][CH:32]=1, predict the reactants needed to synthesize it. The reactants are: [F:1][C:2]1[CH:10]=[C:9]2[C:5]([CH2:6][CH2:7][NH:8]2)=[CH:4][C:3]=1[C:11]#[C:12][CH2:13][CH2:14][CH2:15][OH:16].C(N(C(C)C)C(C)C)C.Cl[C:27]([O:29][C:30]1[CH:35]=[CH:34][C:33]([Cl:36])=[CH:32][CH:31]=1)=[O:28].O. (4) Given the product [C:38]([O:37][C:35]([CH2:34][N:29]1[CH:30]=[CH:31][N:32]=[C:28]1[S:27][C:26]1[CH:25]=[CH:24][C:4]([NH:5][C:6]2[C:15]3[C:10](=[CH:11][CH:12]=[CH:13][C:14]=3[O:16][CH:17]3[CH2:22][CH2:21][N:20]([CH3:23])[CH2:19][CH2:18]3)[N:9]=[CH:8][N:7]=2)=[CH:3][C:2]=1[Cl:1])=[O:36])([CH3:41])([CH3:40])[CH3:39], predict the reactants needed to synthesize it. The reactants are: [Cl:1][C:2]1[CH:3]=[C:4]([CH:24]=[CH:25][C:26]=1[S:27][C:28]1[NH:29][CH:30]=[CH:31][N:32]=1)[NH:5][C:6]1[C:15]2[C:10](=[CH:11][CH:12]=[CH:13][C:14]=2[O:16][CH:17]2[CH2:22][CH2:21][N:20]([CH3:23])[CH2:19][CH2:18]2)[N:9]=[CH:8][N:7]=1.Br[CH2:34][C:35]([O:37][C:38]([CH3:41])([CH3:40])[CH3:39])=[O:36]. (5) Given the product [Br:3][C:4]1[N:8]2[CH:9]=[C:10]([C:13]([OH:15])=[O:14])[N:11]=[CH:12][C:7]2=[N:6][CH:5]=1, predict the reactants needed to synthesize it. The reactants are: [OH-].[Na+].[Br:3][C:4]1[N:8]2[CH:9]=[C:10]([C:13]([O:15]CC)=[O:14])[N:11]=[CH:12][C:7]2=[N:6][CH:5]=1. (6) Given the product [CH3:43][O:44][C:45]1[CH:52]=[CH:51][C:48]([CH2:49][NH:50][C:11]([C:8]2[CH:9]=[C:10]3[C:5]([C:4]([N:14]4[CH2:19][CH2:18][N:17]([CH3:20])[CH2:16][CH2:15]4)=[N:3][N:2]3[CH3:1])=[CH:6][CH:7]=2)=[O:12])=[CH:47][CH:46]=1, predict the reactants needed to synthesize it. The reactants are: [CH3:1][N:2]1[C:10]2[C:5](=[CH:6][CH:7]=[C:8]([C:11]([O-])=[O:12])[CH:9]=2)[C:4]([N:14]2[CH2:19][CH2:18][N:17]([CH3:20])[CH2:16][CH2:15]2)=[N:3]1.[Li+].C(Cl)CCl.C1C=CC2N(O)N=NC=2C=1.CCN(CC)CC.[CH3:43][O:44][C:45]1[CH:52]=[CH:51][C:48]([CH2:49][NH2:50])=[CH:47][CH:46]=1.